From a dataset of Full USPTO retrosynthesis dataset with 1.9M reactions from patents (1976-2016). Predict the reactants needed to synthesize the given product. (1) Given the product [Cl:23][C:20]1[CH:21]=[CH:22][C:17]([C:15]2[S:16][C:12]([C:10]([NH:9][CH2:8][CH:3]3[CH2:4][CH2:5][CH2:6][CH2:7][N:1]([C:33]4[CH:34]=[C:29]([CH:30]=[CH:31][CH:32]=4)[C:27]([O:26][CH3:25])=[O:28])[CH2:2]3)=[O:11])=[C:13]([CH3:24])[N:14]=2)=[CH:18][CH:19]=1, predict the reactants needed to synthesize it. The reactants are: [NH:1]1[CH2:7][CH2:6][CH2:5][CH2:4][CH:3]([CH2:8][NH:9][C:10]([C:12]2[S:16][C:15]([C:17]3[CH:22]=[CH:21][C:20]([Cl:23])=[CH:19][CH:18]=3)=[N:14][C:13]=2[CH3:24])=[O:11])[CH2:2]1.[CH3:25][O:26][C:27]([C:29]1[CH:30]=[C:31](OB(O)O)[CH:32]=[CH:33][CH:34]=1)=[O:28]. (2) The reactants are: CC1(C)COB([C:8]2[CH:9]=[C:10]([NH2:23])[C:11]([N:14]([CH2:19][CH:20]([CH3:22])[CH3:21])[CH2:15][CH:16]([CH3:18])[CH3:17])=[CH:12][CH:13]=2)OC1.Br[C:26]1[CH:33]=[CH:32][CH:31]=[CH:30][C:27]=1[C:28]#[N:29].P([O-])([O-])([O-])=O.[K+].[K+].[K+]. Given the product [NH2:23][C:10]1[CH:9]=[C:8]([C:26]2[C:27]([C:28]#[N:29])=[CH:30][CH:31]=[CH:32][CH:33]=2)[CH:13]=[CH:12][C:11]=1[N:14]([CH2:15][CH:16]([CH3:17])[CH3:18])[CH2:19][CH:20]([CH3:21])[CH3:22], predict the reactants needed to synthesize it. (3) Given the product [Si:13]([O:1][CH2:2][C:3]1[S:7][C:6]([NH2:8])=[N:5][CH:4]=1)([C:10]([CH3:12])([CH3:11])[CH3:9])([CH3:15])[CH3:14], predict the reactants needed to synthesize it. The reactants are: [OH:1][CH2:2][C:3]1[S:7][C:6]([NH2:8])=[N:5][CH:4]=1.[CH3:9][C:10]([Si:13](Cl)([CH3:15])[CH3:14])([CH3:12])[CH3:11].N1C=CN=C1.